From a dataset of Retrosynthesis with 50K atom-mapped reactions and 10 reaction types from USPTO. Predict the reactants needed to synthesize the given product. (1) Given the product CCc1nc(Cl)c(N)c(Cl)n1, predict the reactants needed to synthesize it. The reactants are: CCc1nc(Cl)c([N+](=O)[O-])c(Cl)n1. (2) Given the product CC(C)(C)OC(=O)NN1CC=C(c2ccc(Cl)cn2)CC1, predict the reactants needed to synthesize it. The reactants are: CC(C)(C)OC(=O)NN1CC=C(B2OC(C)(C)C(C)(C)O2)CC1.Clc1ccc(Br)nc1. (3) Given the product Cc1cc(Nc2nccc(C(F)(F)F)n2)cc(-c2cnc(C(C)(O)c3ccc(C(=O)O)nc3)s2)c1, predict the reactants needed to synthesize it. The reactants are: COC(=O)c1ccc(C(C)(O)c2ncc(-c3cc(C)cc(Nc4nccc(C(F)(F)F)n4)c3)s2)cn1. (4) Given the product Cc1c(CC(=O)O)c2ccc(F)cn2c1Sc1ccc(S(=O)(=O)N2CCOCC2)cc1F, predict the reactants needed to synthesize it. The reactants are: CCOC(=O)Cc1c(C)c(Sc2ccc(S(=O)(=O)N3CCOCC3)cc2F)n2cc(F)ccc12. (5) The reactants are: NC(=S)C1CC(c2ccc(OC(F)(F)F)cc2)CN(C(=O)N2CCOCC2)C1.O=C(CBr)C1CC1. Given the product O=C(N1CCOCC1)N1CC(c2ccc(OC(F)(F)F)cc2)CC(c2nc(C3CC3)cs2)C1, predict the reactants needed to synthesize it.